Dataset: TCR-epitope binding with 47,182 pairs between 192 epitopes and 23,139 TCRs. Task: Binary Classification. Given a T-cell receptor sequence (or CDR3 region) and an epitope sequence, predict whether binding occurs between them. (1) The epitope is NQKLIANQF. The TCR CDR3 sequence is CASSLAAEWGNIQYF. Result: 1 (the TCR binds to the epitope). (2) The epitope is FLPRVFSAV. The TCR CDR3 sequence is CSVGGDGIGYTF. Result: 1 (the TCR binds to the epitope). (3) The epitope is AVFDRKSDAK. The TCR CDR3 sequence is CASSQGPGGMKEKLFF. Result: 1 (the TCR binds to the epitope). (4) The epitope is LVLSVNPYV. The TCR CDR3 sequence is CASSRGGGSNQPQHF. Result: 0 (the TCR does not bind to the epitope). (5) The epitope is EIYKRWII. The TCR CDR3 sequence is CASSLQWGNEQFF. Result: 0 (the TCR does not bind to the epitope). (6) The epitope is VLWAHGFEL. The TCR CDR3 sequence is CASSSPGSKTSNQPQHF. Result: 1 (the TCR binds to the epitope).